From a dataset of Reaction yield outcomes from USPTO patents with 853,638 reactions. Predict the reaction yield, written as a fraction of the theoretical maximum amount of product (1.0 means a 100% yield; for example, 0.34 means a 34% yield). (1) The reactants are [C:1]([O:10]C)(=O)[C:2]1[C:3](=[CH:5][CH:6]=[CH:7][CH:8]=1)[SH:4].[C:12]([C:14]1[CH:19]=[CH:18][CH:17]=[C:16]([S:20][CH2:21][CH2:22][CH2:23][CH2:24][CH3:25])[N:15]=1)#[N:13].C(N(CC)CC)C. The catalyst is C1(C)C=CC=CC=1. The product is [CH2:21]([S:20][C:16]1[N:15]=[C:14]([C:12]2[S:4][C:3]3[CH:5]=[CH:6][CH:7]=[CH:8][C:2]=3[C:1](=[O:10])[N:13]=2)[CH:19]=[CH:18][CH:17]=1)[CH2:22][CH2:23][CH2:24][CH3:25]. The yield is 0.440. (2) The catalyst is CN(C)C=O.C(OCC)(=O)C. The yield is 0.490. The reactants are [CH3:1][NH:2][S:3]([C:6]1[C:11]([Cl:12])=[CH:10][CH:9]=[C:8]([NH2:13])[C:7]=1[OH:14])(=[O:5])=[O:4].[Cl:15][C:16]1[C:21]([Cl:22])=[CH:20][CH:19]=[CH:18][C:17]=1[N:23]=[C:24]=[O:25]. The product is [Cl:12][C:11]1[CH:10]=[CH:9][C:8]([NH:13][C:24]([NH:23][C:17]2[CH:18]=[CH:19][CH:20]=[C:21]([Cl:22])[C:16]=2[Cl:15])=[O:25])=[C:7]([OH:14])[C:6]=1[S:3]([NH:2][CH3:1])(=[O:5])=[O:4]. (3) The reactants are [Cl-].[CH3:2][O:3][C:4]1[CH:5]=[C:6]([NH3+:18])[CH:7]=[CH:8][C:9]=1[N:10]=[N:11][C:12]1[CH:17]=[CH:16][CH:15]=[CH:14][CH:13]=1.N(OS(=O)(=O)O)=O.[CH2:26]([CH:28]([CH2:46][CH2:47][CH2:48][CH3:49])[CH2:29][N:30]([CH2:38][CH:39]([CH2:44][CH3:45])[CH2:40][CH2:41][CH2:42][CH3:43])[C:31]1[CH:36]=[CH:35][CH:34]=[C:33]([CH3:37])[CH:32]=1)[CH3:27].S(=O)(=O)(O)[NH2:51]. The catalyst is C(O)(=O)C.C(O)(=O)CC.CO.CC(C)=O. The product is [CH2:44]([CH:39]([CH2:40][CH2:41][CH2:42][CH3:43])[CH2:38][N:30]([CH2:29][CH:28]([CH2:26][CH3:27])[CH2:46][CH2:47][CH2:48][CH3:49])[C:31]1[CH:36]=[CH:35][C:34](/[N:51]=[N:18]/[C:6]2[CH:7]=[CH:8][C:9](/[N:10]=[N:11]/[C:12]3[CH:17]=[CH:16][CH:15]=[CH:14][CH:13]=3)=[C:4]([O:3][CH3:2])[CH:5]=2)=[C:33]([CH3:37])[CH:32]=1)[CH3:45]. The yield is 0.120. (4) The catalyst is CO. The product is [Cl:17][C:18]1[C:25]([Cl:26])=[CH:24][CH:23]=[CH:22][C:19]=1[CH:20]=[CH:15][C:14]([C:11]1[CH:12]=[CH:13][C:8]([O:7][CH:2]2[CH2:3][CH2:4][CH2:5][CH2:6][O:1]2)=[CH:9][CH:10]=1)=[O:16]. The yield is 0.870. The reactants are [O:1]1[CH2:6][CH2:5][CH2:4][CH2:3][CH:2]1[O:7][C:8]1[CH:13]=[CH:12][C:11]([C:14](=[O:16])[CH3:15])=[CH:10][CH:9]=1.[Cl:17][C:18]1[C:25]([Cl:26])=[CH:24][CH:23]=[CH:22][C:19]=1[CH:20]=O.CCO.[OH-].[Na+]. (5) The reactants are Cl.[CH:2]([C@H:5]1[NH:10][CH2:9][CH2:8][NH:7][C:6]1=[O:11])([CH3:4])[CH3:3].CCN(C(C)C)C(C)C.Cl[C:22]1[N:27]=[C:26]([C:28]([F:31])([F:30])[F:29])[CH:25]=[CH:24][N:23]=1.[NH4+].[Cl-]. The catalyst is CN(C=O)C.CCOC(C)=O. The product is [CH:2]([C@H:5]1[N:10]([C:22]2[N:27]=[C:26]([C:28]([F:31])([F:30])[F:29])[CH:25]=[CH:24][N:23]=2)[CH2:9][CH2:8][NH:7][C:6]1=[O:11])([CH3:4])[CH3:3]. The yield is 0.960. (6) The reactants are [C:1]([CH2:4][CH2:5][C:6]1[C:7]([CH3:13])=[C:8]([CH:11]=O)[NH:9][CH:10]=1)([OH:3])=[O:2].[CH3:14][O:15][C:16]1[CH:17]=[C:18]2[C:22](=[CH:23][C:24]=1[O:25][CH3:26])[NH:21][C:20](=[O:27])[CH2:19]2.N1CCCCC1. The catalyst is C(O)C. The product is [CH3:14][O:15][C:16]1[CH:17]=[C:18]2[C:22](=[CH:23][C:24]=1[O:25][CH3:26])[NH:21][C:20](=[O:27])[C:19]2=[CH:11][C:8]1[NH:9][CH:10]=[C:6]([CH2:5][CH2:4][C:1]([OH:3])=[O:2])[C:7]=1[CH3:13]. The yield is 0.580. (7) The reactants are [OH:1][CH2:2][CH2:3][CH2:4][CH2:5][CH2:6][CH2:7][CH2:8][CH2:9][CH:10]1[C:19]2[C:14](=[CH:15][C:16]([O:20][CH3:21])=[CH:17][CH:18]=2)[S:13][CH2:12][C:11]1([C:23]1[CH:28]=[CH:27][C:26]([O:29][CH3:30])=[CH:25][CH:24]=1)[CH3:22].C(N(CC)CC)C.[CH3:38][S:39](Cl)(=[O:41])=[O:40].O. The yield is 0.977. The catalyst is ClCCl. The product is [CH3:38][S:39]([O:1][CH2:2][CH2:3][CH2:4][CH2:5][CH2:6][CH2:7][CH2:8][CH2:9][CH:10]1[C:19]2[C:14](=[CH:15][C:16]([O:20][CH3:21])=[CH:17][CH:18]=2)[S:13][CH2:12][C:11]1([C:23]1[CH:28]=[CH:27][C:26]([O:29][CH3:30])=[CH:25][CH:24]=1)[CH3:22])(=[O:41])=[O:40]. (8) The reactants are [CH3:1][N:2]([CH3:15])[C:3]([N:5]1[CH2:9][CH:8]2[CH2:10][CH:11]([C:13]#[N:14])[CH2:12][CH:7]2[CH2:6]1)=[O:4].[CH:16]1([CH2:22]Br)[CH2:21][CH2:20][CH2:19][CH2:18][CH2:17]1.C[Si](C)(C)[N-][Si](C)(C)C.[Li+].[Cl-].[NH4+]. The catalyst is O1CCCC1. The product is [CH3:1][N:2]([CH3:15])[C:3]([N:5]1[CH2:9][CH:8]2[CH2:10][C:11]([C:13]#[N:14])([CH2:22][CH:16]3[CH2:21][CH2:20][CH2:19][CH2:18][CH2:17]3)[CH2:12][CH:7]2[CH2:6]1)=[O:4]. The yield is 0.415. (9) The reactants are CC1(C)CCC[C@H]1[C:7]1[CH:8]=[C:9](C=[CH:15][C:16]=1O)[C:10]([O:12][CH3:13])=[O:11].[CH3:19][C:20]1(C)CCC[C@@H]1C1C=C(C=CC=1O)C(OC)=O.CC1(C)C(C2C=C(C=CC=2O)C(OC)=O)=CCC1.[CH2:55]1[CH2:59][O:58][CH2:57][CH2:56]1. No catalyst specified. The product is [CH:7]1([CH:8]([C:55]2[CH:59]=[CH:20][CH:19]=[C:57]([OH:58])[CH:56]=2)[CH2:9][C:10]([O:12][CH3:13])=[O:11])[CH2:16][CH2:15]1. The yield is 0.990. (10) The reactants are C([O:8][CH2:9][CH2:10][O:11][CH2:12][C@@H:13]1[CH2:22][C:21]2[C:16](=[CH:17][CH:18]=[CH:19][CH:20]=2)[CH2:15][N:14]1[C:23]([C:25]1[CH:30]=[C:29]([C:31](=[O:46])[NH:32][S:33]([C:36]2[CH:45]=[CH:44][C:43]3[C:38](=[CH:39][CH:40]=[CH:41][CH:42]=3)[CH:37]=2)(=[O:35])=[O:34])[CH:28]=[CH:27][C:26]=1[N:47]1[C:51]([CH3:52])=[C:50]([Cl:53])[C:49]([C:54]([N:56]([CH2:61][CH2:62][CH2:63][CH3:64])[CH2:57][CH2:58][CH2:59][CH3:60])=[O:55])=[N:48]1)=[O:24])C1C=CC=CC=1.B(Cl)(Cl)Cl. The catalyst is C(Cl)Cl. The yield is 0.310. The product is [CH2:61]([N:56]([CH2:57][CH2:58][CH2:59][CH3:60])[C:54]([C:49]1[C:50]([Cl:53])=[C:51]([CH3:52])[N:47]([C:26]2[CH:27]=[CH:28][C:29]([C:31](=[O:46])[NH:32][S:33]([C:36]3[CH:45]=[CH:44][C:43]4[C:38](=[CH:39][CH:40]=[CH:41][CH:42]=4)[CH:37]=3)(=[O:34])=[O:35])=[CH:30][C:25]=2[C:23]([N:14]2[C@H:13]([CH2:12][O:11][CH2:10][CH2:9][OH:8])[CH2:22][C:21]3[C:16](=[CH:17][CH:18]=[CH:19][CH:20]=3)[CH2:15]2)=[O:24])[N:48]=1)=[O:55])[CH2:62][CH2:63][CH3:64].